Regression. Given a peptide amino acid sequence and an MHC pseudo amino acid sequence, predict their binding affinity value. This is MHC class II binding data. From a dataset of Peptide-MHC class II binding affinity with 134,281 pairs from IEDB. (1) The peptide sequence is IEDVQTDIPSEPWNT. The MHC is DRB1_0901 with pseudo-sequence DRB1_0901. The binding affinity (normalized) is 0.161. (2) The peptide sequence is MAMGTMAGCGYLMFLK. The MHC is DRB3_0101 with pseudo-sequence DRB3_0101. The binding affinity (normalized) is 0.492. (3) The peptide sequence is TFAATHNPWASQPG. The MHC is DRB4_0101 with pseudo-sequence DRB4_0103. The binding affinity (normalized) is 0.367. (4) The peptide sequence is IIAGTPEVHAVKPGA. The MHC is DRB1_1201 with pseudo-sequence DRB1_1201. The binding affinity (normalized) is 0.222. (5) The peptide sequence is YDNFLANVSTVLTGK. The MHC is DRB1_0401 with pseudo-sequence DRB1_0401. The binding affinity (normalized) is 0.631. (6) The peptide sequence is KGSNPNYLALLVKYV. The MHC is HLA-DPA10301-DPB10402 with pseudo-sequence HLA-DPA10301-DPB10402. The binding affinity (normalized) is 0.407. (7) The peptide sequence is RCLVKEIPPRLLYAK. The MHC is HLA-DQA10104-DQB10503 with pseudo-sequence HLA-DQA10104-DQB10503. The binding affinity (normalized) is 0.454. (8) The peptide sequence is VTEGERTVRVLDTVE. The MHC is DRB3_0202 with pseudo-sequence DRB3_0202. The binding affinity (normalized) is 0. (9) The peptide sequence is FKPFAEYKSDYVYEP. The MHC is DRB1_0401 with pseudo-sequence DRB1_0401. The binding affinity (normalized) is 0.385. (10) The peptide sequence is EVDISVVVQDPKNVY. The binding affinity (normalized) is 0. The MHC is DRB5_0101 with pseudo-sequence DRB5_0101.